Dataset: Full USPTO retrosynthesis dataset with 1.9M reactions from patents (1976-2016). Task: Predict the reactants needed to synthesize the given product. Given the product [C:24]1([C:27]2[CH:28]=[CH:29][CH:30]=[CH:31][CH:32]=2)[CH:23]=[CH:22][C:21]([C:19]([N:17]([CH3:18])[C:11]([CH3:16])([C:12]([NH:14][CH3:15])=[O:13])[C:10]([NH:9][OH:8])=[O:33])=[O:20])=[CH:26][CH:25]=1, predict the reactants needed to synthesize it. The reactants are: C([O:8][NH:9][C:10](=[O:33])[C:11]([N:17]([C:19]([C:21]1[CH:26]=[CH:25][C:24]([C:27]2[CH:32]=[CH:31][CH:30]=[CH:29][CH:28]=2)=[CH:23][CH:22]=1)=[O:20])[CH3:18])([CH3:16])[C:12]([NH:14][CH3:15])=[O:13])C1C=CC=CC=1.[H][H].